Dataset: Forward reaction prediction with 1.9M reactions from USPTO patents (1976-2016). Task: Predict the product of the given reaction. Given the reactants [C:1](OC(=O)C)(=[O:3])[CH3:2].[NH2:8][C@@H:9]1[CH2:37][N:12]2[C@H:13]([CH:24]([C:31]3[CH:36]=[CH:35][CH:34]=[CH:33][CH:32]=3)[C:25]3[CH:30]=[CH:29][CH:28]=[CH:27][CH:26]=3)[CH2:14][N:15]([C:17]([O:19][C:20]([CH3:23])([CH3:22])[CH3:21])=[O:18])[CH2:16][C@@H:11]2[CH2:10]1.N1C=CC=CC=1.C(=O)(O)[O-].[Na+], predict the reaction product. The product is: [C:1]([NH:8][C@@H:9]1[CH2:37][N:12]2[C@H:13]([CH:24]([C:31]3[CH:36]=[CH:35][CH:34]=[CH:33][CH:32]=3)[C:25]3[CH:26]=[CH:27][CH:28]=[CH:29][CH:30]=3)[CH2:14][N:15]([C:17]([O:19][C:20]([CH3:21])([CH3:23])[CH3:22])=[O:18])[CH2:16][C@@H:11]2[CH2:10]1)(=[O:3])[CH3:2].